This data is from Reaction yield outcomes from USPTO patents with 853,638 reactions. The task is: Predict the reaction yield, written as a fraction of the theoretical maximum amount of product (1.0 means a 100% yield; for example, 0.34 means a 34% yield). (1) The reactants are C([O-])(O)=O.[Na+].Br[CH2:7][CH:8](OC)OC.Br.[Cl:14][C:15]1[N:20]=[C:19]([NH2:21])[CH:18]=[N:17][CH:16]=1.C([O-])([O-])=O.[Na+].[Na+]. The catalyst is O.CCCCCC.C(OC(=O)C)C.CC(O)C. The product is [Cl:14][C:15]1[N:20]2[CH:7]=[CH:8][N:21]=[C:19]2[CH:18]=[N:17][CH:16]=1. The yield is 0.253. (2) The reactants are Br[C:2]1[CH:3]=[C:4]2[C:9](=[CH:10][CH:11]=1)[CH:8]=[C:7]([C:12]#[N:13])[CH:6]=[CH:5]2.[B:14]1([B:14]2[O:18][C:17]([CH3:20])([CH3:19])[C:16]([CH3:22])([CH3:21])[O:15]2)[O:18][C:17]([CH3:20])([CH3:19])[C:16]([CH3:22])([CH3:21])[O:15]1.C([O-])(=O)C.[K+].C(Cl)Cl. The catalyst is O1CCOCC1.C1C=CC(P(C2C=CC=CC=2)[C-]2C=CC=C2)=CC=1.C1C=CC(P(C2C=CC=CC=2)[C-]2C=CC=C2)=CC=1.Cl[Pd]Cl.[Fe+2]. The product is [CH3:21][C:16]1([CH3:22])[C:17]([CH3:20])([CH3:19])[O:18][B:14]([C:2]2[CH:3]=[C:4]3[C:9](=[CH:10][CH:11]=2)[CH:8]=[C:7]([C:12]#[N:13])[CH:6]=[CH:5]3)[O:15]1. The yield is 0.590. (3) The reactants are N1C=[CH:5][CH2:4][CH2:3][CH2:2]1.CN([CH2:10][CH2:11][N:12]([CH3:14])[CH3:13])C.[Li]C(CC)C.[CH2:20]1[CH2:25][CH2:24][CH2:23][CH2:22][CH2:21]1.ClC[C:28]([O:30]COC)=[CH2:29].C1C[O:37][CH2:36]C1. No catalyst specified. The product is [CH3:13][N:12]1[CH2:14][CH2:2][C:3]2([C:20]3[CH:25]=[CH:24][CH:23]=[C:22]([O:37][CH3:36])[CH:21]=3)[CH:4]([CH3:5])[CH:11]1[CH2:10][C:28](=[O:29])[CH2:30]2. The yield is 0.430. (4) The reactants are [CH3:1][C:2]1[CH:7]=[C:6]([CH3:8])[N:5]=[C:4]([C:9](OC)=[O:10])[N:3]=1.[BH4-].[Na+]. The catalyst is C(O)C. The product is [CH3:1][C:2]1[CH:7]=[C:6]([CH3:8])[N:5]=[C:4]([CH2:9][OH:10])[N:3]=1. The yield is 0.860. (5) The reactants are [N+:1]([CH2:4][CH2:5][C:6]1[CH:7]=[N:8][CH:9]=[C:10]([O:12][C:13]2[CH:18]=[CH:17][CH:16]=[CH:15][CH:14]=2)[CH:11]=1)([O-:3])=O.C[O-].[Li+].C(=O)([O-])O.[Na+].[C:27]([C:29]1[C:30]([NH2:36])=[N:31][C:32]([NH2:35])=[CH:33][CH:34]=1)#[CH:28].C(N(CC)CC)C. The yield is 0.0110. The product is [O:12]([C:10]1[CH:11]=[C:6]([CH2:5][C:4]2[CH:28]=[C:27]([C:29]3[C:30]([NH2:36])=[N:31][C:32]([NH2:35])=[CH:33][CH:34]=3)[O:3][N:1]=2)[CH:7]=[N:8][CH:9]=1)[C:13]1[CH:18]=[CH:17][CH:16]=[CH:15][CH:14]=1. The catalyst is [Ti](Cl)(Cl)(Cl)Cl.O.O1CCCC1.CO. (6) The reactants are C(OC([NH:8][C@H:9]1[CH2:14][CH2:13][CH2:12][N:11]([C:15]([O:17][CH2:18][C:19]2[CH:24]=[CH:23][CH:22]=[CH:21][CH:20]=2)=[O:16])[C@H:10]1[CH3:25])=O)(C)(C)C.Cl. The catalyst is CO. The product is [NH2:8][C@H:9]1[CH2:14][CH2:13][CH2:12][N:11]([C:15]([O:17][CH2:18][C:19]2[CH:24]=[CH:23][CH:22]=[CH:21][CH:20]=2)=[O:16])[C@H:10]1[CH3:25]. The yield is 1.00. (7) The yield is 0.880. The reactants are [C:1]([O:5][C:6]([NH:8][CH2:9][CH2:10][N:11]([CH2:29][CH2:30][NH:31][C:32]([O:34][C:35]([CH3:38])([CH3:37])[CH3:36])=[O:33])[C:12]([CH2:14][CH2:15][C@H:16]([NH:21][C:22]([O:24][C:25]([CH3:28])([CH3:27])[CH3:26])=[O:23])[C:17]([O:19]C)=[O:18])=[S:13])=[O:7])([CH3:4])([CH3:3])[CH3:2].[OH-].[Na+]. The product is [C:35]([O:34][C:32]([NH:31][CH2:30][CH2:29][N:11]([CH2:10][CH2:9][NH:8][C:6]([O:5][C:1]([CH3:4])([CH3:3])[CH3:2])=[O:7])[C:12]([CH2:14][CH2:15][C@H:16]([NH:21][C:22]([O:24][C:25]([CH3:28])([CH3:26])[CH3:27])=[O:23])[C:17]([OH:19])=[O:18])=[S:13])=[O:33])([CH3:36])([CH3:37])[CH3:38]. The catalyst is CO. (8) The reactants are [Br:1][C:2]1[CH:7]=[C:6]([CH3:8])[CH:5]=[C:4]([C:9]([CH3:12])([CH3:11])[CH3:10])[C:3]=1[OH:13].[OH-].[K+].[CH3:16]S(C)=O.IC. The catalyst is C(OCC)C. The product is [Br:1][C:2]1[CH:7]=[C:6]([CH3:8])[CH:5]=[C:4]([C:9]([CH3:10])([CH3:12])[CH3:11])[C:3]=1[O:13][CH3:16]. The yield is 0.828. (9) The reactants are [N:1]1[CH:6]=[CH:5][C:4]([CH:7]=[O:8])=[CH:3][CH:2]=1.[OH-].[K+].[N+:11]([CH2:13][C:14]([N:16]1[CH2:20][CH2:19][CH2:18][CH2:17]1)=[O:15])#[C-:12]. The catalyst is CO. The product is [N:1]1[CH:6]=[CH:5][C:4]([C@@H:7]2[O:8][CH:12]=[N:11][C@H:13]2[C:14]([N:16]2[CH2:20][CH2:19][CH2:18][CH2:17]2)=[O:15])=[CH:3][CH:2]=1. The yield is 0.980.